Task: Regression/Classification. Given a drug SMILES string, predict its absorption, distribution, metabolism, or excretion properties. Task type varies by dataset: regression for continuous measurements (e.g., permeability, clearance, half-life) or binary classification for categorical outcomes (e.g., BBB penetration, CYP inhibition). Dataset: pampa_ncats.. Dataset: PAMPA (Parallel Artificial Membrane Permeability Assay) permeability data from NCATS The molecule is C1CC(C2=C(C1)C3=C(N2)C=CC(=C3)Cl)NC(=O)CNC(=O)C4=NC=CN=C4. The result is 1 (high permeability).